This data is from Catalyst prediction with 721,799 reactions and 888 catalyst types from USPTO. The task is: Predict which catalyst facilitates the given reaction. (1) Reactant: [NH2:1][C:2]1[C:3]([C:15]2[CH:24]=[CH:23][C:18]([C:19]([O:21]C)=[O:20])=[C:17]([F:25])[CH:16]=2)=[N:4][C:5]([C:8]2[CH:9]=[N:10][N:11]([CH2:13][CH3:14])[CH:12]=2)=[CH:6][N:7]=1.[Li+].[OH-].Cl. The catalyst class is: 92. Product: [NH2:1][C:2]1[C:3]([C:15]2[CH:24]=[CH:23][C:18]([C:19]([OH:21])=[O:20])=[C:17]([F:25])[CH:16]=2)=[N:4][C:5]([C:8]2[CH:9]=[N:10][N:11]([CH2:13][CH3:14])[CH:12]=2)=[CH:6][N:7]=1. (2) Reactant: C(=O)([O-])[O-].[K+].[K+].Br[CH2:8][CH2:9][CH2:10][O:11][Si:12]([C:15]([CH3:18])([CH3:17])[CH3:16])([CH3:14])[CH3:13].[Cl:19][C:20]1[CH:21]=[CH:22][C:23](/[C:28](/[C:36]2[CH:41]=[CH:40][C:39]([OH:42])=[C:38]([CH3:43])[CH:37]=2)=[CH:29]/[C@@H:30]2[NH:34][C:33](=[O:35])[CH2:32][CH2:31]2)=[N:24][C:25]=1[O:26][CH3:27].O. Product: [Si:12]([O:11][CH2:10][CH2:9][CH2:8][O:42][C:39]1[CH:40]=[CH:41][C:36](/[C:28](/[C:23]2[CH:22]=[CH:21][C:20]([Cl:19])=[C:25]([O:26][CH3:27])[N:24]=2)=[CH:29]\[C@@H:30]2[NH:34][C:33](=[O:35])[CH2:32][CH2:31]2)=[CH:37][C:38]=1[CH3:43])([C:15]([CH3:18])([CH3:17])[CH3:16])([CH3:14])[CH3:13]. The catalyst class is: 9. (3) Reactant: [Cl:1][C:2]1[CH:8]=[C:7]([O:9][C:10]2[C:19]3[C:14](=[CH:15][C:16]([O:22][CH3:23])=[C:17]([O:20][CH3:21])[CH:18]=3)[N:13]=[CH:12][N:11]=2)[CH:6]=[CH:5][C:3]=1[NH2:4].C1(C)C=CC=CC=1.C(N(CC)CC)C.Cl[C:39](Cl)([O:41]C(=O)OC(Cl)(Cl)Cl)Cl.[Cl:50][C:51]1[CH:59]=[CH:58][CH:57]=[CH:56][C:52]=1[CH:53]([OH:55])[CH3:54]. Product: [Cl:1][C:2]1[CH:8]=[C:7]([O:9][C:10]2[C:19]3[C:14](=[CH:15][C:16]([O:22][CH3:23])=[C:17]([O:20][CH3:21])[CH:18]=3)[N:13]=[CH:12][N:11]=2)[CH:6]=[CH:5][C:3]=1[NH:4][C:39](=[O:41])[O:55][CH:53]([C:52]1[CH:56]=[CH:57][CH:58]=[CH:59][C:51]=1[Cl:50])[CH3:54]. The catalyst class is: 2.